Regression/Classification. Given a drug SMILES string, predict its absorption, distribution, metabolism, or excretion properties. Task type varies by dataset: regression for continuous measurements (e.g., permeability, clearance, half-life) or binary classification for categorical outcomes (e.g., BBB penetration, CYP inhibition). For this dataset (lipophilicity_astrazeneca), we predict Y. From a dataset of Experimental lipophilicity measurements (octanol/water distribution) for 4,200 compounds from AstraZeneca. (1) The compound is O=C(NCC12CC3CC(CC(C3)C1)C2)c1cc(CN2C[C@@H]3C[C@H]2CN3)ccc1Cl. The Y is 1.45 logD. (2) The drug is Cc1nc2ncnn2c(O)c1CCOC(=O)c1c(F)cccc1F. The Y is 0.160 logD. (3) The drug is O=C(NCCCN1CCCCC1)C(c1ccccc1)c1ccccc1. The Y is 1.33 logD.